From a dataset of Forward reaction prediction with 1.9M reactions from USPTO patents (1976-2016). Predict the product of the given reaction. (1) Given the reactants [O:1]=[C:2]1[C@@H:8]([NH:9][C:10](=[O:16])[O:11][C:12]([CH3:15])([CH3:14])[CH3:13])[CH2:7][CH2:6][CH2:5][CH2:4][NH:3]1.[CH3:17]I, predict the reaction product. The product is: [CH3:17][N:3]1[CH2:4][CH2:5][CH2:6][CH2:7][C@H:8]([NH:9][C:10](=[O:16])[O:11][C:12]([CH3:13])([CH3:15])[CH3:14])[C:2]1=[O:1]. (2) Given the reactants Br[C:2]1[S:6][C:5]([NH:7][C:8](=[O:22])[N:9]([CH:16]2[CH2:21][CH2:20][CH2:19][CH2:18][CH2:17]2)[CH:10]2[CH2:15][CH2:14][CH2:13][CH2:12][CH2:11]2)=[N:4][CH:3]=1.[SH:23][C:24]1[CH:29]=[CH:28][CH:27]=[CH:26][N:25]=1, predict the reaction product. The product is: [CH:10]1([N:9]([CH:16]2[CH2:21][CH2:20][CH2:19][CH2:18][CH2:17]2)[C:8]([NH:7][C:5]2[S:6][C:2]([S:23][C:24]3[CH:29]=[CH:28][CH:27]=[CH:26][N:25]=3)=[CH:3][N:4]=2)=[O:22])[CH2:15][CH2:14][CH2:13][CH2:12][CH2:11]1.